This data is from Catalyst prediction with 721,799 reactions and 888 catalyst types from USPTO. The task is: Predict which catalyst facilitates the given reaction. (1) Reactant: [C@@H:1]12[CH2:7][C@@H:4]([CH2:5][CH2:6]1)[CH2:3][C@@H:2]2[NH:8][C:9]1[S:10][C:11]([CH2:24][C:25]([CH3:27])=[CH2:26])([CH2:15][CH2:16][O:17]C2CCCCO2)[C:12](=[O:14])[N:13]=1.C1(C)C=CC(S(O)(=O)=O)=CC=1. Product: [C@@H:1]12[CH2:7][C@@H:4]([CH2:5][CH2:6]1)[CH2:3][C@@H:2]2[NH:8][C:9]1[S:10][C:11]([CH2:15][CH2:16][OH:17])([CH2:24][C:25]([CH3:27])=[CH2:26])[C:12](=[O:14])[N:13]=1. The catalyst class is: 5. (2) The catalyst class is: 22. Reactant: C1C=C(Cl)C=C(C(OO)=[O:9])C=1.[CH2:12]([O:19][C:20]1[CH:29]=[CH:28][C:27]2[N:26]=[CH:25][C:24]3[N:30]=[C:31]([CH2:42][O:43][CH2:44][CH3:45])[N:32]([CH2:33][C:34]([NH:37][S:38]([CH3:41])(=[O:40])=[O:39])([CH3:36])[CH3:35])[C:23]=3[C:22]=2[CH:21]=1)[C:13]1[CH:18]=[CH:17][CH:16]=[CH:15][CH:14]=1. Product: [CH2:12]([O:19][C:20]1[CH:29]=[CH:28][C:27]2[N+:26]([O-:9])=[CH:25][C:24]3[N:30]=[C:31]([CH2:42][O:43][CH2:44][CH3:45])[N:32]([CH2:33][C:34]([NH:37][S:38]([CH3:41])(=[O:40])=[O:39])([CH3:36])[CH3:35])[C:23]=3[C:22]=2[CH:21]=1)[C:13]1[CH:14]=[CH:15][CH:16]=[CH:17][CH:18]=1. (3) The catalyst class is: 341. Reactant: [CH2:1]([O:8][C:9]1[C:14]([CH:15]([C:17]2[CH:22]=[CH:21][C:20]([O:23][CH3:24])=[CH:19][CH:18]=2)[OH:16])=[CH:13][CH:12]=[C:11]([CH3:25])[N:10]=1)[C:2]1[CH:7]=[CH:6][CH:5]=[CH:4][CH:3]=1.[C:26](OC(=O)C)(=[O:28])[CH3:27].C(OC(C1C(OCC2C=CC=CC=2)=NC(C)=CC=1)C1C=CC(CC)=CC=1)(=O)C. Product: [C:26]([O:16][CH:15]([C:14]1[C:9]([O:8][CH2:1][C:2]2[CH:3]=[CH:4][CH:5]=[CH:6][CH:7]=2)=[N:10][C:11]([CH3:25])=[CH:12][CH:13]=1)[C:17]1[CH:18]=[CH:19][C:20]([O:23][CH3:24])=[CH:21][CH:22]=1)(=[O:28])[CH3:27]. (4) Reactant: [O:1]1[C@@:5]2([CH:10]3[CH2:11][CH2:12][N:7]([CH2:8][CH2:9]3)[CH2:6]2)[CH2:4][NH:3][C:2]1=[O:13].Br[C:15]1[CH:19]=[C:18]([C:20]2[CH:25]=[CH:24][CH:23]=[CH:22][N:21]=2)[O:17][CH:16]=1. Product: [N:21]1[CH:22]=[CH:23][CH:24]=[CH:25][C:20]=1[C:18]1[O:17][CH:16]=[C:15]([N:3]2[CH2:4][C@:5]3([CH:10]4[CH2:11][CH2:12][N:7]([CH2:8][CH2:9]4)[CH2:6]3)[O:1][C:2]2=[O:13])[CH:19]=1. The catalyst class is: 205. (5) Reactant: [CH2:1]([O:8][C:9]([N:11]1[C@H:20]([C:21](O)=[O:22])[CH2:19][C:18]2[C:13](=[CH:14][CH:15]=[CH:16][CH:17]=2)[CH2:12]1)=[O:10])[C:2]1[CH:7]=[CH:6][CH:5]=[CH:4][CH:3]=1.ClC(N(C)C)=C(C)C.[CH3:32][O:33][CH2:34][C@@H:35]([NH:42][CH2:43][C:44]1([C:47]([O:49][CH3:50])=[O:48])[CH2:46][CH2:45]1)[C:36]1[CH:41]=[CH:40][CH:39]=[CH:38][CH:37]=1.CCN(C(C)C)C(C)C. Product: [CH3:32][O:33][CH2:34][C@@H:35]([N:42]([CH2:43][C:44]1([C:47]([O:49][CH3:50])=[O:48])[CH2:45][CH2:46]1)[C:21]([C@@H:20]1[CH2:19][C:18]2[C:13](=[CH:14][CH:15]=[CH:16][CH:17]=2)[CH2:12][N:11]1[C:9]([O:8][CH2:1][C:2]1[CH:7]=[CH:6][CH:5]=[CH:4][CH:3]=1)=[O:10])=[O:22])[C:36]1[CH:41]=[CH:40][CH:39]=[CH:38][CH:37]=1. The catalyst class is: 279. (6) The catalyst class is: 6. Reactant: [Br:1][C:2]1[C:3](O)=[N:4][CH:5]=[C:6]([N+:8]([O-:10])=[O:9])[CH:7]=1.P(Br)(Br)([Br:14])=O.P(Br)(Br)Br. Product: [Br:14][C:3]1[C:2]([Br:1])=[CH:7][C:6]([N+:8]([O-:10])=[O:9])=[CH:5][N:4]=1. (7) Reactant: [C:1]([C:3]1[C:8]([CH3:9])=[CH:7][CH:6]=[CH:5][C:4]=1[S:10](Cl)(=[O:12])=[O:11])#[N:2].[NH:14]1[CH:18]=[CH:17][N:16]=[CH:15]1.C(N(CC)CC)C.[Cl-].[NH4+]. Product: [CH3:9][C:8]1[CH:7]=[CH:6][CH:5]=[C:4]([S:10]([N:14]2[CH:18]=[CH:17][N:16]=[CH:15]2)(=[O:12])=[O:11])[C:3]=1[C:1]#[N:2]. The catalyst class is: 4.